Regression/Classification. Given a drug SMILES string, predict its absorption, distribution, metabolism, or excretion properties. Task type varies by dataset: regression for continuous measurements (e.g., permeability, clearance, half-life) or binary classification for categorical outcomes (e.g., BBB penetration, CYP inhibition). Dataset: cyp2c19_veith. From a dataset of CYP2C19 inhibition data for predicting drug metabolism from PubChem BioAssay. (1) The molecule is COc1cc(-c2nc3ccccn3c2/N=C/c2ccccc2)ccc1O. The result is 1 (inhibitor). (2) The compound is O=NN(CCCl)C(=O)NCCCl. The result is 0 (non-inhibitor). (3) The molecule is CN1CCN(c2ccnc(-c3ccccc3C(F)(F)F)n2)CC1. The result is 1 (inhibitor). (4) The compound is CC(=O)OC[C@@H]1O[C@@H](O/N=C2/C[C@@H](O)[C@@H](O)[C@H]3[C@@H]2CC[C@@H]2C(=O)N(Cc4ccc5c(c4)OCO5)C(=O)[C@H]23)[C@H](OC(C)=O)[C@H](OC(C)=O)[C@@H]1OC(C)=O. The result is 0 (non-inhibitor). (5) The compound is CS(=O)(=O)Nc1cccc(-c2ccc3ncnc(N4CCOCC4)c3c2)c1. The result is 0 (non-inhibitor). (6) The compound is Cc1ccccc1C(=O)NNC(=O)c1ccoc1C. The result is 0 (non-inhibitor). (7) The compound is Cc1nc(Cl)c(C#N)cc1-c1ccccc1. The result is 1 (inhibitor). (8) The result is 0 (non-inhibitor). The molecule is COC(=O)C/C=C\[C@@H](C)[C@@H](/C=N\O[C@@H](C)CN1CCCc2nc(C)c(C)cc21)NS(=O)(=O)c1ccc(C)cc1. (9) The molecule is Cc1cccc(-c2nc(CN3CCCC(C(=O)NC4CCCCC4)C3)c(C)o2)c1. The result is 1 (inhibitor).